From a dataset of Forward reaction prediction with 1.9M reactions from USPTO patents (1976-2016). Predict the product of the given reaction. Given the reactants [C:1]([O:5][C:6](=[O:20])[NH:7][C@H:8]1[C:14](=[O:15])[NH:13][C:12]2[CH:16]=[CH:17][CH:18]=[CH:19][C:11]=2[NH:10][CH2:9]1)([CH3:4])([CH3:3])[CH3:2].C[Si]([N-][Si](C)(C)C)(C)C.[K+].[F:31][C:32]([F:43])([F:42])[CH2:33]OS(C(F)(F)F)(=O)=O, predict the reaction product. The product is: [C:1]([O:5][C:6](=[O:20])[NH:7][C@H:8]1[C:14](=[O:15])[N:13]([CH2:33][C:32]([F:43])([F:42])[F:31])[C:12]2[CH:16]=[CH:17][CH:18]=[CH:19][C:11]=2[NH:10][CH2:9]1)([CH3:4])([CH3:2])[CH3:3].